Dataset: Reaction yield outcomes from USPTO patents with 853,638 reactions. Task: Predict the reaction yield, written as a fraction of the theoretical maximum amount of product (1.0 means a 100% yield; for example, 0.34 means a 34% yield). (1) The reactants are [I:1][C:2]1[N:6]2[CH:7]=[CH:8][CH:9]=[CH:10][C:5]2=[N:4][C:3]=1[CH2:11][C@@H:12]1[CH2:17][CH2:16][CH2:15][CH2:14][N:13]1C(OC(C)(C)C)=O.C(O)(C(F)(F)F)=O. The catalyst is C(Cl)Cl. The product is [I:1][C:2]1[N:6]2[CH:7]=[CH:8][CH:9]=[CH:10][C:5]2=[N:4][C:3]=1[CH2:11][C@@H:12]1[CH2:17][CH2:16][CH2:15][CH2:14][NH:13]1. The yield is 0.910. (2) The reactants are C(O[C:4](=[O:12])[CH2:5][CH2:6][C:7]1[S:8][CH:9]=[CH:10][N:11]=1)C.[CH:13]1([NH:18][C:19]2[C:24]([CH:25]=O)=[CH:23][N:22]=[C:21]([S:27][CH3:28])[N:20]=2)[CH2:17][CH2:16][CH2:15][CH2:14]1. The catalyst is C(OCC)(=O)C. The product is [CH:13]1([N:18]2[C:19]3[N:20]=[C:21]([S:27][CH3:28])[N:22]=[CH:23][C:24]=3[CH:25]=[C:5]([CH2:6][C:7]3[S:8][CH:9]=[CH:10][N:11]=3)[C:4]2=[O:12])[CH2:14][CH2:15][CH2:16][CH2:17]1. The yield is 0.300. (3) The reactants are [OH:1][C:2]1[CH:3]=[C:4]([CH:7]=[CH:8][CH:9]=1)[CH2:5][OH:6].[OH-].[K+].[C:12](OC(=O)C)(=[O:14])[CH3:13]. The catalyst is O. The product is [C:12]([O:1][C:2]1[CH:9]=[CH:8][CH:7]=[C:4]([CH2:5][OH:6])[CH:3]=1)(=[O:14])[CH3:13]. The yield is 0.540. (4) The reactants are [CH2:1]([C:5]1[N:10]2[N:11]=[CH:12][CH:13]=[C:9]2[N:8]([C@H:14]2[CH2:19][CH2:18][C@H:17]([O:20][CH2:21][C:22]([OH:25])([CH3:24])[CH3:23])[CH2:16][CH2:15]2)[C:7](=[O:26])[C:6]=1[CH2:27][C:28]1[CH:33]=[CH:32][C:31]([C:34]2[C:35]([C:40]#[N:41])=[CH:36][CH:37]=[CH:38][CH:39]=2)=[CH:30][CH:29]=1)[CH2:2][CH2:3][CH3:4].C[Si]([N:46]=[N+:47]=[N-:48])(C)C.C([Sn](=O)CCCC)CCC.C1(C)C=CC=CC=1. The catalyst is O.C(OCC)(=O)C. The product is [CH2:1]([C:5]1[N:10]2[N:11]=[CH:12][CH:13]=[C:9]2[N:8]([C@H:14]2[CH2:19][CH2:18][C@H:17]([O:20][CH2:21][C:22]([OH:25])([CH3:23])[CH3:24])[CH2:16][CH2:15]2)[C:7](=[O:26])[C:6]=1[CH2:27][C:28]1[CH:33]=[CH:32][C:31]([C:34]2[CH:39]=[CH:38][CH:37]=[CH:36][C:35]=2[C:40]2[NH:48][N:47]=[N:46][N:41]=2)=[CH:30][CH:29]=1)[CH2:2][CH2:3][CH3:4]. The yield is 0.460. (5) The reactants are [CH3:1][C:2]1[O:3][C:4]2[CH:10]=[C:9]([N+:11]([O-])=O)[CH:8]=[CH:7][C:5]=2[N:6]=1. The catalyst is CC(O)=O.[Fe]. The product is [CH3:1][C:2]1[O:3][C:4]2[CH:10]=[C:9]([NH2:11])[CH:8]=[CH:7][C:5]=2[N:6]=1. The yield is 0.830.